Dataset: Catalyst prediction with 721,799 reactions and 888 catalyst types from USPTO. Task: Predict which catalyst facilitates the given reaction. (1) Reactant: [C:1](Cl)(=[O:3])[CH3:2].[F:5][C:6]1[C:7]([C:24]2[C:32]3[O:31][CH:30]=[CH:29][C:28]=3[C:27]([F:33])=[CH:26][CH:25]=2)=[CH:8][C:9]([NH:12][C:13]2[CH:18]=[C:17]([CH2:19][S:20]([CH3:23])(=[NH:22])=[O:21])[CH:16]=[CH:15][N:14]=2)=[N:10][CH:11]=1.C(N(CC)CC)C. Product: [F:5][C:6]1[C:7]([C:24]2[C:32]3[O:31][CH:30]=[CH:29][C:28]=3[C:27]([F:33])=[CH:26][CH:25]=2)=[CH:8][C:9]([NH:12][C:13]2[CH:18]=[C:17]([CH2:19][S:20]([CH3:23])(=[O:21])=[N:22][C:1](=[O:3])[CH3:2])[CH:16]=[CH:15][N:14]=2)=[N:10][CH:11]=1. The catalyst class is: 2. (2) Reactant: Cl[C:2]1[N:3]=[C:4]([NH:11][C:12]2[CH:17]=[CH:16][C:15]([N:18]3[CH2:27][CH2:26][C:21]4([O:25][CH2:24][CH2:23][O:22]4)[CH2:20][CH2:19]3)=[C:14]([CH3:28])[CH:13]=2)[C:5]([C:8]([NH2:10])=[O:9])=[N:6][CH:7]=1.[NH2:29][C@@H:30]1[CH2:34][CH2:33][N:32]([C:35]([O:37][C:38]([CH3:41])([CH3:40])[CH3:39])=[O:36])[CH2:31]1.CN1CCCC1=O.C(=O)([O-])O.[Na+]. Product: [C:8]([C:5]1[N:6]=[CH:7][C:2]([NH:29][C@@H:30]2[CH2:34][CH2:33][N:32]([C:35]([O:37][C:38]([CH3:41])([CH3:40])[CH3:39])=[O:36])[CH2:31]2)=[N:3][C:4]=1[NH:11][C:12]1[CH:17]=[CH:16][C:15]([N:18]2[CH2:27][CH2:26][C:21]3([O:25][CH2:24][CH2:23][O:22]3)[CH2:20][CH2:19]2)=[C:14]([CH3:28])[CH:13]=1)(=[O:9])[NH2:10]. The catalyst class is: 6. (3) Reactant: [CH3:1][C:2]1[C:7]([NH2:8])=[CH:6][CH:5]=[C:4]([N:9]2[CH2:13][CH2:12][C@H:11]([N:14]3[CH2:18][CH2:17][CH2:16][C@@H:15]3[CH3:19])[CH2:10]2)[N:3]=1.[CH:20]1([S:26](Cl)(=[O:28])=[O:27])[CH2:25][CH2:24][CH2:23][CH2:22][CH2:21]1. Product: [CH3:1][C:2]1[C:7]([NH:8][S:26]([CH:20]2[CH2:25][CH2:24][CH2:23][CH2:22][CH2:21]2)(=[O:28])=[O:27])=[CH:6][CH:5]=[C:4]([N:9]2[CH2:13][CH2:12][C@H:11]([N:14]3[CH2:18][CH2:17][CH2:16][C@@H:15]3[CH3:19])[CH2:10]2)[N:3]=1. The catalyst class is: 272. (4) Reactant: [CH:1]1([CH2:7][CH2:8][N:9]([CH2:18][CH2:19]O)[C:10]([NH:12][CH2:13][CH2:14][N:15]([CH3:17])[CH3:16])=[O:11])[CH2:6][CH2:5][CH2:4][CH2:3][CH2:2]1.C1(P(C2C=CC=CC=2)C2C=CC=CC=2)C=CC=CC=1.N(C(OC(C)C)=O)=NC(OC(C)C)=O.[C:54]([OH:57])(=[S:56])[CH3:55].C(=O)([O-])O.[Na+]. Product: [C:54]([S:56][CH2:19][CH2:18][N:9]([CH2:8][CH2:7][CH:1]1[CH2:2][CH2:3][CH2:4][CH2:5][CH2:6]1)[C:10]([NH:12][CH2:13][CH2:14][N:15]([CH3:16])[CH3:17])=[O:11])(=[O:57])[CH3:55]. The catalyst class is: 7. (5) Reactant: CS(O[CH2:6][CH:7]1[N:16]2[C:17]3[CH:18]=[CH:19][CH:20]=[C:21]([F:24])[C:22]=3[CH:23]=[C:15]2[C:14]2[N:13]=[C:12]([Cl:25])[CH:11]=[CH:10][C:9]=2[CH2:8]1)(=O)=O.[C-:26]#[N:27].[K+]. Product: [Cl:25][C:12]1[CH:11]=[CH:10][C:9]2[CH2:8][CH:7]([CH2:6][C:26]#[N:27])[N:16]3[C:17]4[CH:18]=[CH:19][CH:20]=[C:21]([F:24])[C:22]=4[CH:23]=[C:15]3[C:14]=2[N:13]=1. The catalyst class is: 18.